The task is: Predict the product of the given reaction.. This data is from Forward reaction prediction with 1.9M reactions from USPTO patents (1976-2016). (1) Given the reactants [CH2:1]([O:3][C:4]1[CH:5]=[C:6]([CH:17]=[CH:18][CH:19]=1)/[CH:7]=[N:8]/[CH2:9][CH:10]([O:14][CH2:15][CH3:16])[O:11][CH2:12][CH3:13])[CH3:2].[BH4-].[Na+].ClCCl.O, predict the reaction product. The product is: [CH2:15]([O:14][CH:10]([O:11][CH2:12][CH3:13])[CH2:9][NH:8][CH2:7][C:6]1[CH:17]=[CH:18][CH:19]=[C:4]([O:3][CH2:1][CH3:2])[CH:5]=1)[CH3:16]. (2) Given the reactants [Cl:1][C:2]1[C:11]([C:12]([OH:14])=O)=[CH:10][C:9]2[C:4](=[CH:5][CH:6]=[CH:7][CH:8]=2)[N:3]=1.C(N(CC)C(C)C)(C)C.CN(C)C=O.[F:29][C:30]1[CH:31]=[C:32]([CH:35]=[CH:36][C:37]=1[F:38])[CH2:33][NH2:34].C(=O)(O)[O-].[Na+], predict the reaction product. The product is: [Cl:1][C:2]1[C:11]([C:12]([NH:34][CH2:33][C:32]2[CH:35]=[CH:36][C:37]([F:38])=[C:30]([F:29])[CH:31]=2)=[O:14])=[CH:10][C:9]2[C:4](=[CH:5][CH:6]=[CH:7][CH:8]=2)[N:3]=1. (3) The product is: [Cl:1][C:2]1[CH:3]=[C:4]([OH:24])[CH:5]=[C:6]2[C:10]=1[C:9](=[O:11])[N:8]([CH2:12][C:13]1[CH:18]=[CH:17][C:16]([O:19][C:20]([F:21])([F:22])[F:23])=[CH:15][CH:14]=1)[CH2:7]2. Given the reactants [Cl:1][C:2]1[CH:3]=[C:4]([O:24]CC2C=CC(OC)=CC=2)[CH:5]=[C:6]2[C:10]=1[C:9](=[O:11])[N:8]([CH2:12][C:13]1[CH:18]=[CH:17][C:16]([O:19][C:20]([F:23])([F:22])[F:21])=[CH:15][CH:14]=1)[CH2:7]2, predict the reaction product.